Dataset: Experimentally validated miRNA-target interactions with 360,000+ pairs, plus equal number of negative samples. Task: Binary Classification. Given a miRNA mature sequence and a target amino acid sequence, predict their likelihood of interaction. (1) The miRNA is hsa-miR-3137 with sequence UCUGUAGCCUGGGAGCAAUGGGGU. The protein sequence of the target gene is MILNKALMLGALALTTVMSPCGGEDIVADHVASYGVNLYQSYGPSGQYTHEFDGDEQFYVDLGRKETVWCLPVLRQFRFDPQFALTNIAVLKHNLNSLIKRSNSTAATNEVPEVTVFSKSPVTLGQPNILICLVDNIFPPVVNITWLSNGHSVTEGVSETSFLSKSDHSFFKISYLTLLPSAEESYDCKVEHWGLDKPLLKHWEPEIPAPMSELTETVVCALGLSVGLVGIVVGTVFIIRGLRSVGASRHQGPL. Result: 0 (no interaction). (2) The protein sequence of the target gene is MSVQVVSAAAAAKVPEVELKDLSPSEAESQLGLSTAAVGAMAPPAGGGDPEAPAPAAERPPVPGPGSGPAAALSPAAGKVPQASAMKRSDPHHQHQRHRDGGEALVSPDGTVTEAPRTVKKQIQFADQKQEFNKRPTKIGRRSLSRSISQSSTDSYSSAASYTDSSDDETSPRDKQQKNSKGSSDFCVKNIKQAEFGRREIEIAEQEMPALMALRKRAQGEKPLAGAKIVGCTHITAQTAVLMETLGALGAQCRWAACNIYSTLNEVAAALAESGFPVFAWKGESEDDFWWCIDRCVNVE.... Result: 1 (interaction). The miRNA is hsa-miR-3606-5p with sequence UUAGUGAAGGCUAUUUUAAUU.